From a dataset of Reaction yield outcomes from USPTO patents with 853,638 reactions. Predict the reaction yield, written as a fraction of the theoretical maximum amount of product (1.0 means a 100% yield; for example, 0.34 means a 34% yield). (1) The reactants are [CH2:1]([N:3]([CH:11]1[CH2:15][CH2:14][CH:13]([C:16]2[C:24]3[C:19](=[CH:20][CH:21]=[C:22]([NH:25][C:26]([C:28]4[S:29][CH:30]=[CH:31][CH:32]=4)=[NH:27])[CH:23]=3)[NH:18][CH:17]=2)[CH2:12]1)C(=O)OC(C)(C)C)[CH3:2].C(O)(C(F)(F)F)=O.[NH4+].[OH-]. The catalyst is ClCCl. The product is [CH2:1]([NH:3][CH:11]1[CH2:15][CH2:14][CH:13]([C:16]2[C:24]3[C:19](=[CH:20][CH:21]=[C:22]([NH:25][C:26]([C:28]4[S:29][CH:30]=[CH:31][CH:32]=4)=[NH:27])[CH:23]=3)[NH:18][CH:17]=2)[CH2:12]1)[CH3:2]. The yield is 0.890. (2) The reactants are [N+]([C:4]1[N:5]=[C:6]([NH2:62])[C:7]2[N:8]=[CH:9][N:10]([C:60]=2[N:61]=1)[C@:11]1(C(=O)C2C=CC=CC=2)[O:27][C@:16](C(=O)C2C=CC=CC=2)([CH:17](C(=O)C2C=CC=CC=2)[OH:18])[C@@:14](C(=O)C2C=CC=CC=2)([OH:15])[C@@:12]1(C(=O)C1C=CC=CC=1)[OH:13])([O-])=O.[OH-:63].[Na+].[CH3:65]O. No catalyst specified. The product is [CH3:65][O:63][C:4]1[N:5]=[C:6]([NH2:62])[C:7]2[N:8]=[CH:9][N:10]([C:60]=2[N:61]=1)[C@@H:11]1[O:27][C@H:16]([CH2:17][OH:18])[C@@H:14]([OH:15])[C@H:12]1[OH:13]. The yield is 0.540. (3) The reactants are [NH2:1][C:2]1[N:7]=[CH:6][N:5]=[C:4]2[N:8]([CH2:13][C:14]3[N:15]([C:26]4[CH:31]=[CH:30][CH:29]=[CH:28][C:27]=4[CH3:32])[C:16](=[O:25])[C:17]4[C:22]([CH:23]=3)=[CH:21][CH:20]=[CH:19][C:18]=4[CH3:24])[N:9]=[C:10]([CH2:11]O)[C:3]=12.C(N(S(F)(F)[F:39])CC)C. The catalyst is C(Cl)Cl. The product is [NH2:1][C:2]1[N:7]=[CH:6][N:5]=[C:4]2[N:8]([CH2:13][C:14]3[N:15]([C:26]4[CH:31]=[CH:30][CH:29]=[CH:28][C:27]=4[CH3:32])[C:16](=[O:25])[C:17]4[C:22]([CH:23]=3)=[CH:21][CH:20]=[CH:19][C:18]=4[CH3:24])[N:9]=[C:10]([CH2:11][F:39])[C:3]=12. The yield is 0.200.